From a dataset of Reaction yield outcomes from USPTO patents with 853,638 reactions. Predict the reaction yield, written as a fraction of the theoretical maximum amount of product (1.0 means a 100% yield; for example, 0.34 means a 34% yield). (1) The reactants are Cl[C:2]1[N:6]2[C:7]([CH3:19])=[C:8]([S:11]([N:14]([CH2:17][CH3:18])[CH2:15][CH3:16])(=[O:13])=[O:12])[CH:9]=[CH:10][C:5]2=[N:4][N:3]=1.[CH2:20]([NH2:27])[C:21]1[CH:26]=[CH:25][CH:24]=[CH:23][CH:22]=1. The catalyst is O. The product is [CH2:20]([NH:27][C:2]1[N:6]2[C:7]([CH3:19])=[C:8]([S:11]([N:14]([CH2:17][CH3:18])[CH2:15][CH3:16])(=[O:13])=[O:12])[CH:9]=[CH:10][C:5]2=[N:4][N:3]=1)[C:21]1[CH:26]=[CH:25][CH:24]=[CH:23][CH:22]=1. The yield is 0.370. (2) The reactants are [CH3:1][NH:2][CH2:3][C:4]1[CH:9]=[CH:8][CH:7]=[CH:6][CH:5]=1.C1(=O)CCCC1.[C-]#N.[K+].CN(C)[C:21]1([C:26]#[N:27])[CH2:25][CH2:24][CH2:23][CH2:22]1.C#N. The catalyst is O. The product is [CH3:1][N:2]([CH2:3][C:4]1[CH:9]=[CH:8][CH:7]=[CH:6][CH:5]=1)[C:21]1([C:26]#[N:27])[CH2:25][CH2:24][CH2:23][CH2:22]1. The yield is 0.840. (3) The reactants are Cl.NC[C:4]([C:6]1[CH:11]=[CH:10][C:9]([O:12][CH2:13][CH2:14][CH2:15][CH2:16][CH2:17][CH2:18][CH2:19][CH3:20])=[C:8]([C:21]([F:24])([F:23])[F:22])[CH:7]=1)=[O:5].C1N=CN(C(N2C=NC=C2)=O)C=1.C(OC1C=CC(C(O)=O)=CC=1C(F)(F)F)CCCCCCC.O.[NH2:60][NH2:61]. The catalyst is C1COCC1. The product is [CH2:13]([O:12][C:9]1[CH:10]=[CH:11][C:6]([C:4]([NH:60][NH2:61])=[O:5])=[CH:7][C:8]=1[C:21]([F:24])([F:23])[F:22])[CH2:14][CH2:15][CH2:16][CH2:17][CH2:18][CH2:19][CH3:20]. The yield is 0.940. (4) The product is [CH3:15][N:14]1[C:10]([C:3](=[N:2][O:1][CH2:18][C:19]2[N:20]=[C:21]([NH2:24])[S:22][CH:23]=2)[C:4]2[CH:5]=[CH:6][CH:7]=[CH:8][CH:9]=2)=[CH:11][N:12]=[CH:13]1. The yield is 0.160. The reactants are [OH:1][N:2]=[C:3]([C:10]1[N:14]([CH3:15])[CH:13]=[N:12][CH:11]=1)[C:4]1[CH:9]=[CH:8][CH:7]=[CH:6][CH:5]=1.Cl.Cl[CH2:18][C:19]1[N:20]=[C:21]([NH2:24])[S:22][CH:23]=1.C(=O)([O-])[O-].[Cs+].[Cs+].[I-].[K+]. The catalyst is C(#N)C. (5) The reactants are [C:1]1(=[O:7])[O:6][C:4](=O)[CH2:3][CH2:2]1.C(N(CC)CC)C.Cl.[CH3:16][C:17]1[C:25]([O:26][C@@H:27]2[CH2:32][CH2:31][C@H:30]([NH2:33])[CH2:29][CH2:28]2)=[CH:24][CH:23]=[C:22]2[C:18]=1[CH:19]=[N:20][NH:21]2.[C:34](Cl)(=[O:36])[CH3:35]. The catalyst is C1(C)C=CC=CC=1.C(OCC)(=O)C.CN(C)C=O.O. The product is [C:34]([N:21]1[C:22]2[C:18](=[C:17]([CH3:16])[C:25]([O:26][C@@H:27]3[CH2:32][CH2:31][C@H:30]([N:33]4[C:1](=[O:7])[CH2:2][CH2:3][C:4]4=[O:6])[CH2:29][CH2:28]3)=[CH:24][CH:23]=2)[CH:19]=[N:20]1)(=[O:36])[CH3:35]. The yield is 0.330. (6) The reactants are F[C:2]1[CH:7]=[CH:6][C:5]([CH:8]2[CH2:10][O:9]2)=[CH:4][CH:3]=1.[OH:11][C:12]1[CH:19]=[CH:18][C:15]([CH:16]=[O:17])=[CH:14][CH:13]=1.[OH-].[Na+]. The catalyst is C1(C)C=CC=CC=1. The product is [OH:9][CH:8]([C:5]1[CH:6]=[CH:7][CH:2]=[CH:3][CH:4]=1)[CH2:10][O:11][C:12]1[CH:19]=[CH:18][C:15]([CH:16]=[O:17])=[CH:14][CH:13]=1. The yield is 0.140.